Predict which catalyst facilitates the given reaction. From a dataset of Catalyst prediction with 721,799 reactions and 888 catalyst types from USPTO. (1) Reactant: [Cl:1][C:2]1[CH:7]=[CH:6][C:5]([O:8][CH3:9])=[CH:4][C:3]=1[C:10]1[CH:20]=[C:19]([CH3:21])[C:13]2[N:14]=[C:15]([NH2:18])[N:16]=[N:17][C:12]=2[CH:11]=1.Br[C:23]1[CH:28]=[CH:27][C:26]([S:29][CH2:30][CH2:31][N:32]2[CH2:36][CH2:35][CH2:34][CH2:33]2)=[CH:25][CH:24]=1.C(=O)([O-])[O-].[Cs+].[Cs+].C1(P(C2C=CC=CC=2)C2C3OC4C(=CC=CC=4P(C4C=CC=CC=4)C4C=CC=CC=4)C(C)(C)C=3C=CC=2)C=CC=CC=1. Product: [Cl:1][C:2]1[CH:7]=[CH:6][C:5]([O:8][CH3:9])=[CH:4][C:3]=1[C:10]1[CH:20]=[C:19]([CH3:21])[C:13]2[N:14]=[C:15]([NH:18][C:23]3[CH:24]=[CH:25][C:26]([S:29][CH2:30][CH2:31][N:32]4[CH2:33][CH2:34][CH2:35][CH2:36]4)=[CH:27][CH:28]=3)[N:16]=[N:17][C:12]=2[CH:11]=1. The catalyst class is: 110. (2) Reactant: C(OC([N:8]1[CH2:13][CH2:12][C:11]2[NH:14][N:15]=[C:16]([C:17](=[O:21])[N:18]([OH:20])[CH3:19])[C:10]=2[CH2:9]1)=O)(C)(C)C.Cl.O1CCOCC1. Product: [OH:20][N:18]([CH3:19])[C:17]([C:16]1[C:10]2[CH2:9][NH:8][CH2:13][CH2:12][C:11]=2[NH:14][N:15]=1)=[O:21]. The catalyst class is: 12. (3) Reactant: FC(F)(F)C(O)=O.C([O:12][P:13](=[O:52])([O:47]C(C)(C)C)[O:14][CH2:15][C:16]([NH:43]C(=O)C)([CH:26]1[CH2:34][C:33]2[C:28](=[CH:29][CH:30]=[C:31]([CH2:35][CH2:36][CH2:37][CH2:38][CH2:39][CH2:40][CH2:41][CH3:42])[CH:32]=2)[CH2:27]1)[CH2:17][O:18][Si](C(C)(C)C)(C)C)(C)(C)C. Product: [NH2:43][C:16]([CH:26]1[CH2:34][C:33]2[C:28](=[CH:29][CH:30]=[C:31]([CH2:35][CH2:36][CH2:37][CH2:38][CH2:39][CH2:40][CH2:41][CH3:42])[CH:32]=2)[CH2:27]1)([CH2:17][OH:18])[CH2:15][O:14][P:13](=[O:12])([OH:47])[OH:52]. The catalyst class is: 2. (4) Reactant: [F:1][C:2]([F:22])([F:21])[C:3]1[CH:8]=[CH:7][C:6]([S:9]([N:12]2[CH2:16][C@@H:15]3[C@@H:17]([NH2:20])[CH2:18][CH2:19][C@@H:14]3[CH2:13]2)(=[O:11])=[O:10])=[CH:5][CH:4]=1.I[CH2:24][CH3:25].C(N(CC)CC)C. Product: [CH2:24]([NH:20][C@@H:17]1[C@@H:15]2[C@@H:14]([CH2:13][N:12]([S:9]([C:6]3[CH:5]=[CH:4][C:3]([C:2]([F:1])([F:21])[F:22])=[CH:8][CH:7]=3)(=[O:10])=[O:11])[CH2:16]2)[CH2:19][CH2:18]1)[CH3:25]. The catalyst class is: 7. (5) Reactant: F[C:2](F)(F)[C:3](O)=[O:4].[NH:8]1[CH2:13][CH2:12][CH:11]([NH:14][C:15]([N:17]2[CH2:21][CH:20]([CH2:22][C:23]([CH3:26])([CH3:25])[CH3:24])[C:19]3([C:34]4[C:29](=[CH:30][C:31]([Cl:35])=[CH:32][CH:33]=4)[NH:28][C:27]3=[O:36])[CH:18]2[C:37]2[CH:42]=[CH:41][CH:40]=[C:39]([Cl:43])[C:38]=2[F:44])=[O:16])[CH2:10][CH2:9]1.C(N(CC)CC)C.C(Cl)(=O)C. Product: [C:3]([N:8]1[CH2:13][CH2:12][CH:11]([NH:14][C:15]([N:17]2[CH2:21][CH:20]([CH2:22][C:23]([CH3:26])([CH3:25])[CH3:24])[C:19]3([C:34]4[C:29](=[CH:30][C:31]([Cl:35])=[CH:32][CH:33]=4)[NH:28][C:27]3=[O:36])[CH:18]2[C:37]2[CH:42]=[CH:41][CH:40]=[C:39]([Cl:43])[C:38]=2[F:44])=[O:16])[CH2:10][CH2:9]1)(=[O:4])[CH3:2]. The catalyst class is: 7. (6) Reactant: [NH2:1][C:2]1[CH:9]=[C:8]([NH2:10])[CH:7]=[CH:6][C:3]=1[CH:4]=[O:5].C(=O)=O.CC(C)=O.[F:18][C:19]([F:36])([F:35])[C:20]1[CH:25]=[CH:24][C:23]([C:26]2[C:27]([C:32](Cl)=[O:33])=[CH:28][CH:29]=[CH:30][CH:31]=2)=[CH:22][CH:21]=1.O=[Si]=O.C(NCC)C.C. Product: [NH2:1][C:2]1[CH:9]=[C:8]([NH:10][C:32]([C:27]2[C:26]([C:23]3[CH:24]=[CH:25][C:20]([C:19]([F:18])([F:35])[F:36])=[CH:21][CH:22]=3)=[CH:31][CH:30]=[CH:29][CH:28]=2)=[O:33])[CH:7]=[CH:6][C:3]=1[CH:4]=[O:5]. The catalyst class is: 76.